This data is from Catalyst prediction with 721,799 reactions and 888 catalyst types from USPTO. The task is: Predict which catalyst facilitates the given reaction. (1) Reactant: [NH2:1][C:2]1[C:7]([OH:8])=[C:6]([NH2:9])[N:5]=[C:4]([C:10]2[C:14]([CH3:15])=[C:13]([CH:16]3[CH2:18][CH2:17]3)[N:12]([CH2:19][C:20]3[C:25]([F:26])=[CH:24][C:23]([O:27][CH2:28][CH3:29])=[CH:22][C:21]=3[F:30])[N:11]=2)[N:3]=1.C(=O)([O-])[O-].[Cs+].[Cs+].Br[CH2:38][CH2:39][O:40][CH3:41]. Product: [CH:16]1([C:13]2[N:12]([CH2:19][C:20]3[C:21]([F:30])=[CH:22][C:23]([O:27][CH2:28][CH3:29])=[CH:24][C:25]=3[F:26])[N:11]=[C:10]([C:4]3[N:5]=[C:6]([NH2:9])[C:7]([O:8][CH2:38][CH2:39][O:40][CH3:41])=[C:2]([NH2:1])[N:3]=3)[C:14]=2[CH3:15])[CH2:18][CH2:17]1. The catalyst class is: 18. (2) Reactant: CC1C=CC(S(O[CH2:12][C@@H:13]2[O:18][C:17]3[CH:19]=[C:20]([S:24]([CH3:27])(=[O:26])=[O:25])[CH:21]=[C:22]([Cl:23])[C:16]=3[O:15][CH2:14]2)(=O)=O)=CC=1.[NH2:28][CH2:29][CH2:30][OH:31]. Product: [Cl:23][C:22]1[C:16]2[O:15][CH2:14][C@H:13]([CH2:12][NH:28][CH2:29][CH2:30][OH:31])[O:18][C:17]=2[CH:19]=[C:20]([S:24]([CH3:27])(=[O:25])=[O:26])[CH:21]=1. The catalyst class is: 10. (3) Reactant: [I:1][C:2]1[C:3](=[O:10])[CH2:4][C:5]([CH3:9])([CH3:8])[CH2:6][CH:7]=1.[CH2:11](O)[CH2:12][OH:13].O.C1(C)C=CC(S(O)(=O)=O)=CC=1. Product: [I:1][C:2]1[C:3]2([CH2:4][C:5]([CH3:9])([CH3:8])[CH2:6][CH:7]=1)[O:13][CH2:12][CH2:11][O:10]2. The catalyst class is: 48.